From a dataset of Full USPTO retrosynthesis dataset with 1.9M reactions from patents (1976-2016). Predict the reactants needed to synthesize the given product. (1) Given the product [Cl:1][C:2]1[CH:3]=[C:4]([N:8]2[C:13](=[O:14])[C:12]([S:43][CH2:36][C:37]3[CH:42]=[CH:41][CH:40]=[CH:39][CH:38]=3)=[C:11]([C:26]3[CH:31]=[CH:30][C:29]([S:32]([CH3:35])(=[O:34])=[O:33])=[CH:28][CH:27]=3)[CH:10]=[N:9]2)[CH:5]=[CH:6][CH:7]=1, predict the reactants needed to synthesize it. The reactants are: [Cl:1][C:2]1[CH:3]=[C:4]([N:8]2[C:13](=[O:14])[C:12](OS(C3C=CC(C)=CC=3)(=O)=O)=[C:11]([C:26]3[CH:31]=[CH:30][C:29]([S:32]([CH3:35])(=[O:34])=[O:33])=[CH:28][CH:27]=3)[CH:10]=[N:9]2)[CH:5]=[CH:6][CH:7]=1.[CH2:36]([SH:43])[C:37]1[CH:42]=[CH:41][CH:40]=[CH:39][CH:38]=1.O. (2) Given the product [CH3:8][N:9]([CH3:22])[CH2:10][CH2:11][O:12][CH2:13][C:14]([NH:16][C@H:17]1[CH2:21][CH2:20][N:19]([S:41]([C:39]2[C:40]3[C:31]([Cl:30])=[CH:32][N:33]=[CH:34][C:35]=3[CH:36]=[CH:37][CH:38]=2)(=[O:43])=[O:42])[CH2:18]1)=[O:15], predict the reactants needed to synthesize it. The reactants are: FC(F)(F)C(O)=O.[CH3:8][N:9]([CH3:22])[CH2:10][CH2:11][O:12][CH2:13][C:14]([NH:16][C@H:17]1[CH2:21][CH2:20][NH:19][CH2:18]1)=[O:15].C(N(CC)CC)C.[Cl:30][C:31]1[C:40]2[C:39]([S:41](Cl)(=[O:43])=[O:42])=[CH:38][CH:37]=[CH:36][C:35]=2[CH:34]=[N:33][CH:32]=1.C(=O)([O-])O.[Na+].